Predict the reactants needed to synthesize the given product. From a dataset of Full USPTO retrosynthesis dataset with 1.9M reactions from patents (1976-2016). (1) The reactants are: [CH2:1]([N:8]1[CH2:13][CH2:12][N:11]2[C:14]([C:17](=[O:37])[CH2:18][C:19]3[CH:27]=[C:26]([CH3:28])[C:25]4[C:21](=[CH:22][N:23]([CH2:29][O:30][CH2:31][CH2:32][Si:33]([CH3:36])([CH3:35])[CH3:34])[N:24]=4)[CH:20]=3)=[N:15][CH:16]=[C:10]2[CH2:9]1)[C:2]1[CH:7]=[CH:6][CH:5]=[CH:4][CH:3]=1.[BH4-].[Na+]. Given the product [CH2:1]([N:8]1[CH2:13][CH2:12][N:11]2[C:14]([CH:17]([OH:37])[CH2:18][C:19]3[CH:27]=[C:26]([CH3:28])[C:25]4[C:21](=[CH:22][N:23]([CH2:29][O:30][CH2:31][CH2:32][Si:33]([CH3:34])([CH3:36])[CH3:35])[N:24]=4)[CH:20]=3)=[N:15][CH:16]=[C:10]2[CH2:9]1)[C:2]1[CH:7]=[CH:6][CH:5]=[CH:4][CH:3]=1, predict the reactants needed to synthesize it. (2) Given the product [CH:31]([OH:33])=[O:32].[N:2]12[CH2:9][CH2:8][CH:5]([CH2:6][CH2:7]1)[C@@H:4]([NH:10][C:11]([C:13]1[S:14][C:15]3[C:21]([C:24]4[S:23][CH:27]=[CH:26][CH:25]=4)=[CH:20][CH:19]=[CH:18][C:16]=3[CH:17]=1)=[O:12])[CH2:3]2, predict the reactants needed to synthesize it. The reactants are: Cl.[N:2]12[CH2:9][CH2:8][CH:5]([CH2:6][CH2:7]1)[C@@H:4]([NH:10][C:11]([C:13]1[S:14][C:15]3[C:21](Br)=[CH:20][CH:19]=[CH:18][C:16]=3[CH:17]=1)=[O:12])[CH2:3]2.[S:23]1[CH:27]=[CH:26][CH:25]=[C:24]1B(O)O.[C:31](=O)([O-:33])[O-:32].[Na+].[Na+].